From a dataset of Catalyst prediction with 721,799 reactions and 888 catalyst types from USPTO. Predict which catalyst facilitates the given reaction. (1) Reactant: [NH:1]([C:8]1[N:17]=[CH:16][C:15]2[CH2:14][CH2:13][C:12]3[C:18]([C:22]([OH:24])=O)=[N:19][N:20]([CH3:21])[C:11]=3[C:10]=2[N:9]=1)[C:2]1[CH:7]=[CH:6][CH:5]=[CH:4][CH:3]=1.[OH:25][N:26]1C2C=CC=CC=2N=N1.CN1CCOCC1.Cl.CN(C)CCCN=C=NCC.C1(C(NO)(C2C=CC=CC=2)C2C=CC=CC=2)C=CC=CC=1. Product: [NH:1]([C:8]1[N:17]=[CH:16][C:15]2[CH2:14][CH2:13][C:12]3[C:18]([C:22]([NH:26][OH:25])=[O:24])=[N:19][N:20]([CH3:21])[C:11]=3[C:10]=2[N:9]=1)[C:2]1[CH:7]=[CH:6][CH:5]=[CH:4][CH:3]=1. The catalyst class is: 9. (2) Reactant: [F:1][C:2]1[CH:3]=[C:4]([CH:10]=[C:11]([F:20])[C:12]=1[C:13]([CH3:19])([CH3:18])[C:14]([F:17])([F:16])[F:15])[O:5][CH2:6][C:7](O)=[O:8].Cl.[NH2:22][C@@H:23]([C:25]1[CH:30]=[CH:29][C:28]([NH:31][S:32]([CH3:35])(=[O:34])=[O:33])=[C:27]([CH3:36])[CH:26]=1)[CH3:24].C(N(CC)CC)C.F[P-](F)(F)(F)(F)F.N1(OC(N(C)C)=[N+](C)C)C2C=CC=CC=2N=N1. Product: [F:20][C:11]1[CH:10]=[C:4]([CH:3]=[C:2]([F:1])[C:12]=1[C:13]([CH3:18])([CH3:19])[C:14]([F:16])([F:15])[F:17])[O:5][CH2:6][C:7]([NH:22][C@@H:23]([C:25]1[CH:30]=[CH:29][C:28]([NH:31][S:32]([CH3:35])(=[O:34])=[O:33])=[C:27]([CH3:36])[CH:26]=1)[CH3:24])=[O:8]. The catalyst class is: 9.